Dataset: Forward reaction prediction with 1.9M reactions from USPTO patents (1976-2016). Task: Predict the product of the given reaction. (1) Given the reactants [OH:1][CH2:2][CH2:3][NH:4][C:5](=[O:11])[O:6][C:7]([CH3:10])([CH3:9])[CH3:8].C(N(C(C)C)CC)(C)C.[S:21](Cl)([CH3:24])(=[O:23])=[O:22], predict the reaction product. The product is: [CH3:24][S:21]([O:1][CH2:2][CH2:3][NH:4][C:5](=[O:11])[O:6][C:7]([CH3:8])([CH3:10])[CH3:9])(=[O:23])=[O:22]. (2) Given the reactants [CH2:1]([O:3][P:4](/[CH:9]=[CH:10]/[C:11]1[C:12]([O:22][CH2:23][C:24]2[CH:47]=[CH:46][C:27]([O:28][CH2:29][C:30]3[N:31]=[C:32]([C:36]4[CH:45]=[CH:44][CH:43]=[CH:42][C:37]=4[C:38]([O:40]C)=[O:39])[O:33][C:34]=3[CH3:35])=[C:26]([O:48][CH3:49])[CH:25]=2)=[N:13][N:14]([C:16]2[CH:21]=[CH:20][CH:19]=[CH:18][CH:17]=2)[CH:15]=1)([O:6][CH2:7][CH3:8])=[O:5])[CH3:2].O1CCCC1.[OH-].[Na+].Cl, predict the reaction product. The product is: [CH2:7]([O:6][P:4](/[CH:9]=[CH:10]/[C:11]1[C:12]([O:22][CH2:23][C:24]2[CH:47]=[CH:46][C:27]([O:28][CH2:29][C:30]3[N:31]=[C:32]([C:36]4[CH:45]=[CH:44][CH:43]=[CH:42][C:37]=4[C:38]([OH:40])=[O:39])[O:33][C:34]=3[CH3:35])=[C:26]([O:48][CH3:49])[CH:25]=2)=[N:13][N:14]([C:16]2[CH:17]=[CH:18][CH:19]=[CH:20][CH:21]=2)[CH:15]=1)([O:3][CH2:1][CH3:2])=[O:5])[CH3:8]. (3) Given the reactants O=C1[C:10]2[C:5](=[CH:6][CH:7]=[CH:8][CH:9]=2)[C:4](=[O:11])[N:3]1[CH:12]([CH3:18])[C:13]([O:15]CC)=O.C[O-].[Na+], predict the reaction product. The product is: [OH:15][C:13]1[C:6]2[C:5](=[CH:10][CH:9]=[CH:8][CH:7]=2)[C:4](=[O:11])[NH:3][C:12]=1[CH3:18]. (4) Given the reactants Br[C:2]1[C:11]([CH3:12])=[CH:10][CH:9]=[CH:8][C:3]=1[C:4]([O:6][CH3:7])=[O:5].[C:13]([CH:17]1[CH2:22]C(=O)[CH2:20][CH2:19][O:18]1)([CH3:16])([CH3:15])[CH3:14].CC1(C)C2C(=C(P(C3C=CC=CC=3)C3C=CC=CC=3)C=CC=2)OC2C(P(C3C=CC=CC=3)C3C=CC=CC=3)=CC=CC1=2.C([O-])([O-])=O.[Cs+].[Cs+], predict the reaction product. The product is: [C:13]([CH:17]1[O:18][CH2:19][C:20]2[C:2]3[C:11]([CH3:12])=[CH:10][CH:9]=[CH:8][C:3]=3[C:4](=[O:5])[O:6][C:7]=2[CH2:22]1)([CH3:16])([CH3:15])[CH3:14].